Dataset: Forward reaction prediction with 1.9M reactions from USPTO patents (1976-2016). Task: Predict the product of the given reaction. (1) Given the reactants F[C:2]1[CH:27]=[CH:26][CH:25]=[C:24](F)[C:3]=1[C:4]([N:6]([C@H:8]1[CH2:12][CH2:11][CH2:10][C@@H:9]1[NH:13][C:14]1[S:15][C:16]2[CH:22]=[C:21]([F:23])[CH:20]=[CH:19][C:17]=2[N:18]=1)[CH3:7])=[O:5].FC1C=CC2N=C(N[C@H]3CCC[C@@H]3NC)SC=2C=1.[CH3:47][O:48]C1C=CC=CC=1C(O)=O, predict the reaction product. The product is: [F:23][C:21]1[CH:20]=[CH:19][C:17]2[N:18]=[C:14]([NH:13][C@H:9]3[CH2:10][CH2:11][CH2:12][C@@H:8]3[N:6]([CH3:7])[C:4](=[O:5])[C:3]3[CH:24]=[CH:25][CH:26]=[CH:27][C:2]=3[O:48][CH3:47])[S:15][C:16]=2[CH:22]=1. (2) Given the reactants [CH3:1][N:2]1[C:6]([C:7]2[S:19][C:10]3[N:11]=[CH:12][N:13]=[C:14]([S:15]([CH3:18])(=[O:17])=[O:16])[C:9]=3[CH:8]=2)=[C:5]([C:20]2[CH:25]=[CH:24][CH:23]=[CH:22][CH:21]=2)[N:4]=[CH:3]1.[Br:26]C1C=C(C2N=CN(C)C=2C2SC3N=CN=C(SC)C=3C=2)C=CC=1, predict the reaction product. The product is: [Br:26][C:22]1[CH:21]=[C:20]([C:5]2[N:4]=[CH:3][N:2]([CH3:1])[C:6]=2[C:7]2[S:19][C:10]3[N:11]=[CH:12][N:13]=[C:14]([S:15]([CH3:18])(=[O:17])=[O:16])[C:9]=3[CH:8]=2)[CH:25]=[CH:24][CH:23]=1.